From a dataset of Full USPTO retrosynthesis dataset with 1.9M reactions from patents (1976-2016). Predict the reactants needed to synthesize the given product. (1) Given the product [CH3:16][NH:15][C:9]1[CH:10]=[CH:11][CH:12]=[C:13]([F:14])[C:8]=1[Cl:7], predict the reactants needed to synthesize it. The reactants are: [H-].[Al+3].[Li+].[H-].[H-].[H-].[Cl:7][C:8]1[C:13]([F:14])=[CH:12][CH:11]=[CH:10][C:9]=1[NH:15][CH:16]=O. (2) Given the product [Cl:40][C:38]1[CH:37]=[CH:36][C:30]([O:31][CH:32]2[CH2:35][N:34]([C:2]3[CH:7]=[CH:6][N:5]=[C:4]([NH:8][C:9]4[CH:10]=[C:11]([CH:16]=[CH:17][CH:18]=4)[C:12]([NH:14][CH3:15])=[O:13])[CH:3]=3)[CH2:33]2)=[C:29]([F:28])[CH:39]=1, predict the reactants needed to synthesize it. The reactants are: Cl[C:2]1[CH:7]=[CH:6][N:5]=[C:4]([NH:8][C:9]2[CH:10]=[C:11]([CH:16]=[CH:17][CH:18]=2)[C:12]([NH:14][CH3:15])=[O:13])[CH:3]=1.CCN(C(C)C)C(C)C.[F:28][C:29]1[CH:39]=[C:38]([Cl:40])[CH:37]=[CH:36][C:30]=1[O:31][CH:32]1[CH2:35][NH:34][CH2:33]1. (3) Given the product [CH3:17][O:16][CH2:15][C@@H:14]([NH:13][C:11]([C:8]1[CH:9]=[C:10]2[C:5](=[CH:6][CH:7]=1)[NH:4][N:3]=[C:2]2[C:35]1[CH:36]=[CH:37][C:32]([O:31][CH:28]2[CH2:27][CH2:26][N:25]([CH3:24])[CH2:30][CH2:29]2)=[CH:33][CH:34]=1)=[O:12])[C:18]1[CH:23]=[CH:22][CH:21]=[CH:20][CH:19]=1, predict the reactants needed to synthesize it. The reactants are: I[C:2]1[C:10]2[C:5](=[CH:6][CH:7]=[C:8]([C:11]([NH:13][C@@H:14]([C:18]3[CH:23]=[CH:22][CH:21]=[CH:20][CH:19]=3)[CH2:15][O:16][CH3:17])=[O:12])[CH:9]=2)[NH:4][N:3]=1.[CH3:24][N:25]1[CH2:30][CH2:29][CH:28]([O:31][C:32]2[CH:37]=[CH:36][C:35](B3OC(C)(C)C(C)(C)O3)=[CH:34][CH:33]=2)[CH2:27][CH2:26]1. (4) Given the product [CH2:1]([O:5][C:6]1[N:14]=[C:13]2[C:9]([N:10]=[CH:11][N:12]2[CH2:15][CH:16]2[CH2:17][CH2:18][N:19]([CH2:22][CH3:23])[CH2:20][CH2:21]2)=[C:8]([NH2:26])[N:7]=1)[CH2:2][CH2:3][CH3:4], predict the reactants needed to synthesize it. The reactants are: [CH2:1]([O:5][C:6]1[N:14]=[C:13]2[C:9]([N:10]=[C:11](OC)[N:12]2[CH2:15][CH:16]2[CH2:21][CH2:20][N:19]([CH2:22][CH3:23])[CH2:18][CH2:17]2)=[C:8]([NH2:26])[N:7]=1)[CH2:2][CH2:3][CH3:4].Cl.O1CCOCC1. (5) Given the product [C:1]1([C:7]2[S:11][N:10]=[C:9]([CH2:12][OH:13])[N:8]=2)[CH:2]=[CH:3][CH:4]=[CH:5][CH:6]=1, predict the reactants needed to synthesize it. The reactants are: [C:1]1([C:7]2[S:11][N:10]=[C:9]([C:12](OCC)=[O:13])[N:8]=2)[CH:6]=[CH:5][CH:4]=[CH:3][CH:2]=1.C(O)C.[BH4-].[Na+].Cl. (6) The reactants are: [NH:1]([C:3]1[CH:8]=[CH:7][C:6]([N+:9]([O-:11])=[O:10])=[CH:5][N:4]=1)[NH2:2].[C:12](OC)(OC)(OC)[CH3:13]. Given the product [CH3:12][C:13]1[N:4]2[CH:5]=[C:6]([N+:9]([O-:11])=[O:10])[CH:7]=[CH:8][C:3]2=[N:1][N:2]=1, predict the reactants needed to synthesize it. (7) Given the product [CH3:15][N:14]1[C:13](=[O:16])[C:12]2[C:7](=[CH:8][C:9]([C:17]#[C:18][C:19]3[CH:24]=[CH:23][CH:22]=[CH:21][N:20]=3)=[CH:10][CH:11]=2)[N:6]=[C:5]1[CH:3]1[CH2:2][N:1]([CH2:26][C:27]#[N:28])[CH2:4]1, predict the reactants needed to synthesize it. The reactants are: [NH:1]1[CH2:4][CH:3]([C:5]2[N:14]([CH3:15])[C:13](=[O:16])[C:12]3[C:7](=[CH:8][C:9]([C:17]#[C:18][C:19]4[CH:24]=[CH:23][CH:22]=[CH:21][N:20]=4)=[CH:10][CH:11]=3)[N:6]=2)[CH2:2]1.Br[CH2:26][C:27]#[N:28].C([O-])([O-])=O.[K+].[K+].CC#N.